This data is from hERG potassium channel inhibition data for cardiac toxicity prediction from Karim et al.. The task is: Regression/Classification. Given a drug SMILES string, predict its toxicity properties. Task type varies by dataset: regression for continuous values (e.g., LD50, hERG inhibition percentage) or binary classification for toxic/non-toxic outcomes (e.g., AMES mutagenicity, cardiotoxicity, hepatotoxicity). Dataset: herg_karim. (1) The compound is CN1CC2CC(N(Cc3ccc(F)c(C(F)(F)F)c3)C(=O)c3cn(C)cn3)CC2C1. The result is 1 (blocker). (2) The compound is Cn1c(CCCCN2CC3C[C@]3(c3ccc(C(F)(F)F)cc3)C2)nnc1-c1ccsc1. The result is 1 (blocker). (3) The molecule is N#Cc1ccc(C2=CC3(CCNCC3)Oc3ccccc32)cc1. The result is 1 (blocker). (4) The molecule is CCc1nc2cc3c(cc2o1)CCN(CCCSc1nnc(-c2cccc4nc(C)ccc24)n1C)CC3. The result is 1 (blocker). (5) The molecule is CNC(=O)c1ccc(-c2ccc3c(c2)CCN(CCN2CCC[C@H]2C)C3=O)cc1. The result is 0 (non-blocker). (6) The drug is CCCCCCCN(CC)CC#CCOCc1ccc(Cl)cc1. The result is 1 (blocker).